From a dataset of Reaction yield outcomes from USPTO patents with 853,638 reactions. Predict the reaction yield, written as a fraction of the theoretical maximum amount of product (1.0 means a 100% yield; for example, 0.34 means a 34% yield). (1) The reactants are [C:1]([N:3]([CH2:5][CH2:6][CH2:7][NH:8][C:9](=[O:15])[O:10][C:11]([CH3:14])([CH3:13])[CH3:12])[NH2:4])#[N:2].[N-:16]=[N+:17]=[N-:18].[Na+].[Cl-].[NH4+]. The catalyst is CN(C)C=O. The product is [NH:16]1[C:1]([N:3]([CH2:5][CH2:6][CH2:7][NH:8][C:9](=[O:15])[O:10][C:11]([CH3:12])([CH3:14])[CH3:13])[NH2:4])=[N:2][N:18]=[N:17]1. The yield is 0.420. (2) The reactants are Cl[C:2]1[N:7]=[C:6]([C:8]2[N:12]3[CH:13]=[CH:14][C:15]([C:17]([CH3:27])([O:19][Si:20]([CH2:25][CH3:26])([CH2:23][CH3:24])[CH2:21][CH3:22])[CH3:18])=[N:16][C:11]3=[N:10][CH:9]=2)[CH:5]=[CH:4][N:3]=1.[O:28]1[CH:32]=[CH:31][C:30](B(O)O)=[CH:29]1.[O-]P([O-])([O-])=O.[K+].[K+].[K+]. The catalyst is CC(N(C)C)=O.C1C=CC([P]([Pd]([P](C2C=CC=CC=2)(C2C=CC=CC=2)C2C=CC=CC=2)([P](C2C=CC=CC=2)(C2C=CC=CC=2)C2C=CC=CC=2)[P](C2C=CC=CC=2)(C2C=CC=CC=2)C2C=CC=CC=2)(C2C=CC=CC=2)C2C=CC=CC=2)=CC=1. The product is [O:28]1[CH:32]=[CH:31][C:30]([C:2]2[N:7]=[C:6]([C:8]3[N:12]4[CH:13]=[CH:14][C:15]([C:17]([CH3:27])([O:19][Si:20]([CH2:25][CH3:26])([CH2:23][CH3:24])[CH2:21][CH3:22])[CH3:18])=[N:16][C:11]4=[N:10][CH:9]=3)[CH:5]=[CH:4][N:3]=2)=[CH:29]1. The yield is 0.940. (3) The yield is 0.945. The reactants are Br[C:2]1[CH:3]=[CH:4][C:5]([C:8]([OH:10])=[O:9])=[N:6][CH:7]=1.[CH2:11](C([Sn])=C(CCCC)CCCC)[CH2:12]CC. The catalyst is O1CCOCC1.Cl[Pd](Cl)([P](C1C=CC=CC=1)(C1C=CC=CC=1)C1C=CC=CC=1)[P](C1C=CC=CC=1)(C1C=CC=CC=1)C1C=CC=CC=1. The product is [CH:11]([C:2]1[CH:3]=[CH:4][C:5]([C:8]([OH:10])=[O:9])=[N:6][CH:7]=1)=[CH2:12]. (4) The reactants are [NH2:1][C:2]1[C:11]2[C:6](=[C:7](Br)[CH:8]=[CH:9][CH:10]=2)[N:5]=[N:4][C:3]=1[C:13]([NH:15][CH2:16][CH2:17][CH3:18])=[O:14].CC1(C)C(C)(C)OB([C:27]2[CH:28]=[N:29][NH:30][CH:31]=2)O1. No catalyst specified. The product is [NH2:1][C:2]1[C:11]2[C:6](=[C:7]([C:27]3[CH:28]=[N:29][NH:30][CH:31]=3)[CH:8]=[CH:9][CH:10]=2)[N:5]=[N:4][C:3]=1[C:13]([NH:15][CH2:16][CH2:17][CH3:18])=[O:14]. The yield is 0.250. (5) The reactants are [Cl-].O[NH3+:3].[C:4](=[O:7])([O-])[OH:5].[Na+].CS(C)=O.[CH2:13]([C:17]1[N:18]=[C:19]([CH3:45])[N:20]([CH2:39][CH:40]2[CH2:44][CH2:43][CH2:42][O:41]2)[C:21](=[O:38])[C:22]=1[CH2:23][C:24]1[CH:29]=[CH:28][C:27]([C:30]2[C:31]([C:36]#[N:37])=[CH:32][CH:33]=[CH:34][CH:35]=2)=[CH:26][CH:25]=1)[CH2:14][CH2:15][CH3:16]. The catalyst is C(OCC)(=O)C. The product is [CH2:13]([C:17]1[N:18]=[C:19]([CH3:45])[N:20]([CH2:39][CH:40]2[CH2:44][CH2:43][CH2:42][O:41]2)[C:21](=[O:38])[C:22]=1[CH2:23][C:24]1[CH:25]=[CH:26][C:27]([C:30]2[CH:35]=[CH:34][CH:33]=[CH:32][C:31]=2[C:36]2[NH:3][C:4](=[O:7])[O:5][N:37]=2)=[CH:28][CH:29]=1)[CH2:14][CH2:15][CH3:16]. The yield is 0.890. (6) The reactants are [OH:1][C:2]1[CH:3]=[C:4]([CH:7]=[CH:8][C:9]=1[OH:10])[CH:5]=[O:6].[C:11](=[O:14])([O-])[O-].[K+].[K+].[CH3:17][O:18][CH2:19]Cl.O.[CH3:22]N(C=O)C. No catalyst specified. The product is [CH3:17][O:18][CH2:19][O:1][C:2]1[CH:3]=[C:4]([CH:7]=[CH:8][C:9]=1[O:10][CH2:22][O:14][CH3:11])[CH:5]=[O:6]. The yield is 0.420. (7) The reactants are C1(C2ON=C(C3C(Cl)=CC=CC=3Cl)C=2COC2CCN(C3C=C(C4C=CC=CC=4)C(C(O)=O)=CC=3)CC2)CC1.C[O:41][C:42]([C:44]1[C:52]2[C:47](=[CH:48][C:49]([N:53]3[CH2:59][CH2:58][CH2:57][CH:56]([O:60][CH2:61][C:62]4[C:63]([C:70]5[C:75]([Cl:76])=[CH:74][CH:73]=[CH:72][C:71]=5[Cl:77])=[N:64][O:65][C:66]=4[CH:67]4[CH2:69][CH2:68]4)[CH2:55][CH2:54]3)=[CH:50][CH:51]=2)[N:46]([CH3:78])[CH:45]=1)=[O:43]. The product is [CH:67]1([C:66]2[O:65][N:64]=[C:63]([C:70]3[C:71]([Cl:77])=[CH:72][CH:73]=[CH:74][C:75]=3[Cl:76])[C:62]=2[CH2:61][O:60][CH:56]2[CH2:57][CH2:58][CH2:59][N:53]([C:49]3[CH:48]=[C:47]4[C:52]([C:44]([C:42]([OH:43])=[O:41])=[CH:45][N:46]4[CH3:78])=[CH:51][CH:50]=3)[CH2:54][CH2:55]2)[CH2:69][CH2:68]1. No catalyst specified. The yield is 0.610. (8) The reactants are [CH3:1][O:2][C:3]([C:5]1[S:6][C:7]([CH2:10][CH:11]([C:15]2[CH:20]=[CH:19][C:18]([C:21]([CH3:24])([CH3:23])[CH3:22])=[CH:17][CH:16]=2)[C:12](O)=[O:13])=[CH:8][CH:9]=1)=[O:4].C1(N=C=NC2CCCCC2)CCCCC1.[I:40][C:41]1[CH:47]=[CH:46][C:44]([NH2:45])=[CH:43][CH:42]=1. The catalyst is C1(C)C=CC=CC=1.CN(C)C1C=CN=CC=1. The product is [CH3:1][O:2][C:3]([C:5]1[S:6][C:7]([CH2:10][CH:11]([C:15]2[CH:16]=[CH:17][C:18]([C:21]([CH3:24])([CH3:23])[CH3:22])=[CH:19][CH:20]=2)[C:12](=[O:13])[NH:45][C:44]2[CH:46]=[CH:47][C:41]([I:40])=[CH:42][CH:43]=2)=[CH:8][CH:9]=1)=[O:4]. The yield is 0.960.